This data is from Catalyst prediction with 721,799 reactions and 888 catalyst types from USPTO. The task is: Predict which catalyst facilitates the given reaction. (1) Reactant: Cl[C:2]1[N:10]([C:11]2[CH:16]=[CH:15][CH:14]=[CH:13][C:12]=2[Cl:17])[C:9]2[C:8](=[O:18])[N:7]([CH2:19][C:20]([C:22]3[CH:27]=[CH:26][CH:25]=[C:24]([O:28][CH3:29])[CH:23]=3)=[O:21])[CH:6]=[N:5][C:4]=2[C:3]=1[C:30]#[N:31].[NH:32]1[CH2:37][CH2:36][NH:35][CH2:34][CH2:33]1. Product: [Cl:17][C:12]1[CH:13]=[CH:14][CH:15]=[CH:16][C:11]=1[N:10]1[C:9]2[C:8](=[O:18])[N:7]([CH2:19][C:20]([C:22]3[CH:27]=[CH:26][CH:25]=[C:24]([O:28][CH3:29])[CH:23]=3)=[O:21])[CH:6]=[N:5][C:4]=2[C:3]([C:30]#[N:31])=[C:2]1[N:32]1[CH2:37][CH2:36][NH:35][CH2:34][CH2:33]1. The catalyst class is: 44. (2) Reactant: [Cl:1][C:2]1[C:10]2[O:9][CH:8](/[CH:11]=[CH:12]/[C:13]([O:15]CC)=[O:14])[CH2:7][C:6]=2[C:5]([C:18]2[CH:23]=[CH:22][C:21]([S:24]([N:27]3[CH2:32][CH2:31][O:30][CH2:29][CH2:28]3)(=[O:26])=[O:25])=[CH:20][CH:19]=2)=[CH:4][CH:3]=1.[Li+].[OH-].O.Cl. Product: [Cl:1][C:2]1[C:10]2[O:9][CH:8](/[CH:11]=[CH:12]/[C:13]([OH:15])=[O:14])[CH2:7][C:6]=2[C:5]([C:18]2[CH:19]=[CH:20][C:21]([S:24]([N:27]3[CH2:32][CH2:31][O:30][CH2:29][CH2:28]3)(=[O:25])=[O:26])=[CH:22][CH:23]=2)=[CH:4][CH:3]=1. The catalyst class is: 1. (3) Reactant: C([O:3][C:4](=[O:18])[CH2:5][C:6]1[N:7]([CH2:11][C:12]2[CH:17]=[CH:16][CH:15]=[CH:14][CH:13]=2)[CH:8]=[N:9][CH:10]=1)C.[OH-].[Na+].Cl. Product: [CH2:11]([N:7]1[C:6]([CH2:5][C:4]([OH:18])=[O:3])=[CH:10][N:9]=[CH:8]1)[C:12]1[CH:17]=[CH:16][CH:15]=[CH:14][CH:13]=1. The catalyst class is: 111. (4) Reactant: [C:1]([N:4]1[CH2:9][CH2:8][N:7]([C:10]2[CH:15]=[CH:14][C:13]([OH:16])=[CH:12][CH:11]=2)[CH2:6][CH2:5]1)(=[O:3])[CH3:2].C(=O)(O)[O-].[K+].Br[CH2:23][CH2:24][CH2:25][CH2:26][CH2:27][CH3:28].O. Product: [C:1]([N:4]1[CH2:5][CH2:6][N:7]([C:10]2[CH:15]=[CH:14][C:13]([O:16][CH2:23][CH2:24][CH2:25][CH2:26][CH2:27][CH3:28])=[CH:12][CH:11]=2)[CH2:8][CH2:9]1)(=[O:3])[CH3:2]. The catalyst class is: 148. (5) Reactant: [NH:1]1[C:9]2[C:4](=[CH:5][CH:6]=[CH:7][CH:8]=2)[C:3]([CH2:10][C@H:11]([NH:27]S(C2C=CC([N+]([O-])=O)=CC=2)(=O)=O)[CH2:12][N:13]([C:21]2[S:22][C:23](Br)=[CH:24][N:25]=2)C(=O)OC(C)(C)C)=[CH:2]1.[O:40]=[C:41]1[NH:45][C:44]2[CH:46]=[CH:47][C:48](B(O)O)=[CH:49][C:43]=2[S:42]1. Product: [NH2:27][C@@H:11]([CH2:10][C:3]1[C:4]2[C:9](=[CH:8][CH:7]=[CH:6][CH:5]=2)[NH:1][CH:2]=1)[CH2:12][NH:13][C:21]1[S:22][C:23]([C:48]2[CH:47]=[CH:46][C:44]3[NH:45][C:41](=[O:40])[S:42][C:43]=3[CH:49]=2)=[CH:24][N:25]=1. The catalyst class is: 235. (6) The catalyst class is: 219. Reactant: C([O:3][C:4](=[O:48])[CH2:5][CH2:6][CH2:7][O:8][C:9]1[CH:14]=[CH:13][CH:12]=[C:11]([CH2:15][CH2:16][CH2:17][CH2:18][CH2:19][CH2:20][O:21][C:22]2[CH:23]=[C:24]([C:31]3[CH:36]=[CH:35][C:34]([S:37]([CH3:40])(=[O:39])=[O:38])=[CH:33][CH:32]=3)[CH:25]=[C:26]([CH2:28][O:29][CH3:30])[CH:27]=2)[C:10]=1[CH2:41][CH2:42][C:43]([O:45]CC)=[O:44])C.[OH-].[Na+]. Product: [C:43]([CH2:42][CH2:41][C:10]1[C:11]([CH2:15][CH2:16][CH2:17][CH2:18][CH2:19][CH2:20][O:21][C:22]2[CH:23]=[C:24]([C:31]3[CH:36]=[CH:35][C:34]([S:37]([CH3:40])(=[O:38])=[O:39])=[CH:33][CH:32]=3)[CH:25]=[C:26]([CH2:28][O:29][CH3:30])[CH:27]=2)=[CH:12][CH:13]=[CH:14][C:9]=1[O:8][CH2:7][CH2:6][CH2:5][C:4]([OH:48])=[O:3])([OH:45])=[O:44].